From a dataset of Catalyst prediction with 721,799 reactions and 888 catalyst types from USPTO. Predict which catalyst facilitates the given reaction. (1) Reactant: [CH:1]1[C:10]2[C:5](=[CH:6][CH:7]=[CH:8][CH:9]=2)[CH:4]=[CH:3][C:2]=1[S:11]([N:14]1[CH2:18][CH:17]2[CH2:19][N:20]([C:22]3[N:27]=[CH:26][C:25]([C:28]([O:30]CC)=[O:29])=[CH:24][N:23]=3)[CH2:21][CH:16]2[CH2:15]1)(=[O:13])=[O:12].[OH-].[Na+].Cl. Product: [CH:1]1[C:10]2[C:5](=[CH:6][CH:7]=[CH:8][CH:9]=2)[CH:4]=[CH:3][C:2]=1[S:11]([N:14]1[CH2:15][CH:16]2[CH2:21][N:20]([C:22]3[N:27]=[CH:26][C:25]([C:28]([OH:30])=[O:29])=[CH:24][N:23]=3)[CH2:19][CH:17]2[CH2:18]1)(=[O:13])=[O:12]. The catalyst class is: 8. (2) Reactant: C(OC(=O)[NH:7][C@H:8]1[CH2:13][CH2:12][C@@H:11]([NH:14][C:15]2[N:20]=[C:19]([N:21]([CH3:23])[CH3:22])[C:18]([C:24]([F:27])([F:26])[F:25])=[CH:17][N:16]=2)[CH2:10][CH2:9]1)(C)(C)C.C(O)(C(F)(F)F)=O. Product: [CH3:22][N:21]([CH3:23])[C:19]1[C:18]([C:24]([F:25])([F:27])[F:26])=[CH:17][N:16]=[C:15]([NH:14][C@H:11]2[CH2:12][CH2:13][C@@H:8]([NH2:7])[CH2:9][CH2:10]2)[N:20]=1. The catalyst class is: 2. (3) Reactant: [F:1][C:2]1[CH:11]=[C:10]([F:12])[CH:9]=[C:8]2[C:3]=1[C:4]([NH:27][C:28]1[C:33]([C:34]3[CH:39]=[CH:38][CH:37]=[C:36]([NH:40][S:41]([CH3:44])(=[O:43])=[O:42])[CH:35]=3)=[CH:32][N:31]=[C:30]([N:45]3[CH2:50][CH2:49][O:48][CH2:47][CH2:46]3)[CH:29]=1)=[C:5]([CH3:26])[C:6]([N:13]1[CH2:18][CH2:17][N:16](C(OC(C)(C)C)=O)[CH2:15][CH2:14]1)=[N:7]2.C(O)(C(F)(F)F)=O. Product: [F:1][C:2]1[CH:11]=[C:10]([F:12])[CH:9]=[C:8]2[C:3]=1[C:4]([NH:27][C:28]1[CH:29]=[C:30]([N:45]3[CH2:50][CH2:49][O:48][CH2:47][CH2:46]3)[N:31]=[CH:32][C:33]=1[C:34]1[CH:35]=[C:36]([NH:40][S:41]([CH3:44])(=[O:43])=[O:42])[CH:37]=[CH:38][CH:39]=1)=[C:5]([CH3:26])[C:6]([N:13]1[CH2:18][CH2:17][NH:16][CH2:15][CH2:14]1)=[N:7]2. The catalyst class is: 4. (4) Reactant: [Cl:1][C:2]1[CH:15]=[CH:14][C:5]([O:6][C:7]2[CH:12]=[CH:11][C:10]([NH2:13])=[CH:9][N:8]=2)=[C:4]([CH3:16])[CH:3]=1.[OH-].[Na+].[C:19](=O)([O-])[O-].[K+].[K+].S(OC)(OC)(=O)=O. Product: [Cl:1][C:2]1[CH:15]=[CH:14][C:5]([O:6][C:7]2[CH:12]=[CH:11][C:10]([NH:13][CH3:19])=[CH:9][N:8]=2)=[C:4]([CH3:16])[CH:3]=1. The catalyst class is: 596. (5) Reactant: [CH3:1][O:2][C:3]1[CH:46]=[CH:45][C:6]([C:7]([O:22][CH2:23][C@H:24]2[O:28][C@@H:27]([N:29]3[CH:36]=[CH:35][C:33](=[O:34])[NH:32][C:30]3=[O:31])[C@H:26]([O:37][CH2:38][CH2:39][C:40](=[O:43])[NH:41][CH3:42])[C@@H:25]2[OH:44])([C:16]2[CH:21]=[CH:20][CH:19]=[CH:18][CH:17]=2)[C:8]2[CH:13]=[CH:12][C:11]([O:14][CH3:15])=[CH:10][CH:9]=2)=[CH:5][CH:4]=1.C(N(C(C)C)[P:51]([N:58]([CH:62]([CH3:64])[CH3:63])[CH:59]([CH3:61])[CH3:60])[O:52]OCCC#N)(C)C.[NH:68]1[C-:72]=NN=N1.[CH:73]([NH2+]C(C)C)(C)[CH3:74]. Product: [C:72]([CH2:73][CH2:74][PH:51]([O:44][C@@H:25]1[C@@H:24]([CH2:23][O:22][C:7]([C:16]2[CH:17]=[CH:18][CH:19]=[CH:20][CH:21]=2)([C:8]2[CH:13]=[CH:12][C:11]([O:14][CH3:15])=[CH:10][CH:9]=2)[C:6]2[CH:45]=[CH:46][C:3]([O:2][CH3:1])=[CH:4][CH:5]=2)[O:28][C@@H:27]([N:29]2[CH:36]=[CH:35][C:33](=[O:34])[NH:32][C:30]2=[O:31])[C@@H:26]1[O:37][CH2:38][CH2:39][C:40](=[O:43])[NH:41][CH3:42])([N:58]([CH:59]([CH3:60])[CH3:61])[CH:62]([CH3:63])[CH3:64])[OH:52])#[N:68]. The catalyst class is: 10. (6) Reactant: [Si]([O:8][CH:9]([C:14]1[CH:19]=[CH:18][N:17]=[C:16]([C:20](=[O:22])[CH3:21])[CH:15]=1)[C:10]([F:13])([F:12])[F:11])(C(C)(C)C)(C)C.[F-].C([N+](CCCC)(CCCC)CCCC)CCC.[Cl-].[NH4+]. Product: [F:13][C:10]([F:11])([F:12])[CH:9]([C:14]1[CH:19]=[CH:18][N:17]=[C:16]([C:20](=[O:22])[CH3:21])[CH:15]=1)[OH:8]. The catalyst class is: 1. (7) Reactant: [C:1]([C:6]1[CH:11]=[CH:10][C:9]([NH:12][C:13](=[O:15])[CH3:14])=[CH:8][CH:7]=1)(=[O:5])[CH2:2][CH2:3][CH3:4].[Li+].[CH3:17][CH:18]([N-]C(C)C)C.ICC. Product: [CH2:3]([CH:2]([CH2:17][CH3:18])[C:1]([C:6]1[CH:11]=[CH:10][C:9]([NH:12][C:13](=[O:15])[CH3:14])=[CH:8][CH:7]=1)=[O:5])[CH3:4]. The catalyst class is: 1. (8) Reactant: [F:1][C:2]1[CH:3]=[C:4]2[C:8](=[CH:9][CH:10]=1)[NH:7][N:6]=[C:5]2[C:11]([OH:13])=[O:12].C1N=C[N:16](C(N2C=NC=C2)=O)C=1.[C:26]([O:30][C:31]([NH:33][C:34](=NO)[CH2:35][NH2:36])=[O:32])([CH3:29])([CH3:28])[CH3:27]. Product: [NH2:16]/[C:35](=[N:36]\[O:12][C:11]([C:5]1[C:4]2[C:8](=[CH:9][CH:10]=[C:2]([F:1])[CH:3]=2)[NH:7][N:6]=1)=[O:13])/[CH2:34][NH:33][C:31](=[O:32])[O:30][C:26]([CH3:29])([CH3:28])[CH3:27]. The catalyst class is: 3. (9) Reactant: [OH:1][C:2]1[CH:9]=[CH:8][C:5]([CH:6]=[O:7])=[CH:4][CH:3]=1.C1(P(C2C=CC=CC=2)C2C=CC=CC=2)C=CC=CC=1.[N:29]1[CH:34]=[CH:33][C:32]([CH2:35]O)=[CH:31][CH:30]=1.N(C(OC(C)C)=O)=NC(OC(C)C)=O.[OH-].[Na+]. Product: [N:29]1[CH:34]=[CH:33][C:32]([CH2:35][O:1][C:2]2[CH:9]=[CH:8][C:5]([CH:6]=[O:7])=[CH:4][CH:3]=2)=[CH:31][CH:30]=1. The catalyst class is: 1. (10) Reactant: [CH:1]1([CH2:6][CH:7]([C:16]2[CH:17]=[N:18][C:19]([SH:22])=[CH:20][CH:21]=2)[C:8]([NH:10][C:11]2[S:12][CH:13]=[CH:14][N:15]=2)=[O:9])[CH2:5][CH2:4][CH2:3][CH2:2]1.[H-].[Na+].Cl[CH2:26][C:27]([OH:29])=[O:28]. Product: [CH:1]1([CH2:6][CH:7]([C:16]2[CH:21]=[CH:20][C:19]([S:22][CH2:26][C:27]([OH:29])=[O:28])=[N:18][CH:17]=2)[C:8](=[O:9])[NH:10][C:11]2[S:12][CH:13]=[CH:14][N:15]=2)[CH2:5][CH2:4][CH2:3][CH2:2]1. The catalyst class is: 3.